The task is: Predict the product of the given reaction.. This data is from Forward reaction prediction with 1.9M reactions from USPTO patents (1976-2016). (1) Given the reactants [OH-].[NH4+:2].C1(C)C=CC(S(Cl)(=O)=O)=CC=1.[Cl:14][CH2:15][C:16]1[N:17]([CH2:30][CH2:31][CH2:32][O:33][CH3:34])[C:18]2[C:27]3[CH:26]=[CH:25][CH:24]=[CH:23][C:22]=3[N+:21]([O-])=[CH:20][C:19]=2[N:29]=1, predict the reaction product. The product is: [Cl:14][CH2:15][C:16]1[N:17]([CH2:30][CH2:31][CH2:32][O:33][CH3:34])[C:18]2[C:27]3[CH:26]=[CH:25][CH:24]=[CH:23][C:22]=3[N:21]=[C:20]([NH2:2])[C:19]=2[N:29]=1. (2) Given the reactants Cl.Cl.[CH2:3]([C:5]1[N:9]([C:10]2[N:18]=[C:17]3[C:13]([N:14]=[C:15]([C:20]4([OH:26])[CH2:25][CH2:24][CH2:23][NH:22][CH2:21]4)[N:16]3[CH3:19])=[C:12]([N:27]3[CH2:32][CH2:31][O:30][CH2:29][CH2:28]3)[N:11]=2)[C:8]2[CH:33]=[CH:34][CH:35]=[CH:36][C:7]=2[N:6]=1)[CH3:4].[O:37]1[CH2:42][CH2:41][CH2:40][CH2:39][C:38]1=O.CCN(CC)CC.C(O[BH-](OC(=O)C)OC(=O)C)(=O)C.[Na+], predict the reaction product. The product is: [CH2:3]([C:5]1[N:9]([C:10]2[N:18]=[C:17]3[C:13]([N:14]=[C:15]([C:20]4([OH:26])[CH2:25][CH2:24][CH2:23][N:22]([CH:40]5[CH2:41][CH2:42][O:37][CH2:38][CH2:39]5)[CH2:21]4)[N:16]3[CH3:19])=[C:12]([N:27]3[CH2:28][CH2:29][O:30][CH2:31][CH2:32]3)[N:11]=2)[C:8]2[CH:33]=[CH:34][CH:35]=[CH:36][C:7]=2[N:6]=1)[CH3:4]. (3) The product is: [CH3:1][O:2][C:3](=[O:20])[CH2:4][C@H:5]([N:8]1[C:13](=[O:14])[C:12]2[N:15]=[CH:16][CH:17]=[CH:18][C:11]=2[N:10]([CH2:24][C:25]2[C:33]3[C:28](=[CH:29][C:30]([CH3:35])=[CH:31][C:32]=3[CH3:34])[N:27]([CH3:36])[CH:26]=2)[C:9]1=[O:19])[CH2:6][CH3:7]. Given the reactants [CH3:1][O:2][C:3](=[O:20])[CH2:4][C@H:5]([N:8]1[C:13](=[O:14])[C:12]2[N:15]=[CH:16][CH:17]=[CH:18][C:11]=2[NH:10][C:9]1=[O:19])[CH2:6][CH3:7].[I-].C[N+](C)(C)[CH2:24][C:25]1[C:33]2[C:28](=[CH:29][C:30]([CH3:35])=[CH:31][C:32]=2[CH3:34])[N:27]([CH3:36])[CH:26]=1.C(=O)([O-])[O-].[K+].[K+], predict the reaction product. (4) Given the reactants [CH3:1][C:2]1[CH:9]=[CH:8][C:5]([CH:6]=O)=[CH:4][CH:3]=1.C1C=CC(P(C2C=CC=CC=2)C2C=CC=CC=2)=CC=1.[C:29](Br)(Br)([Br:31])[Br:30], predict the reaction product. The product is: [Br:30][C:29]([Br:31])=[CH:6][C:5]1[CH:8]=[CH:9][C:2]([CH3:1])=[CH:3][CH:4]=1. (5) Given the reactants [F:1][C:2]1[C:7]([F:8])=[CH:6][CH:5]=[CH:4][C:3]=1[C@H:9]1[CH2:15][N:14]2[C:16]([CH:19]=O)=[CH:17][N:18]=[C:13]2[C@H:12]([NH:21][C:22](=[O:28])[O:23][C:24]([CH3:27])([CH3:26])[CH3:25])[CH2:11][CH2:10]1.[CH3:29][C:30]([S@:33]([NH2:35])=[O:34])([CH3:32])[CH3:31].C(=O)(O)[O-].[Na+], predict the reaction product. The product is: [C:30]([S:33](/[N:35]=[CH:19]/[C:16]1[N:14]2[CH2:15][C@H:9]([C:3]3[CH:4]=[CH:5][CH:6]=[C:7]([F:8])[C:2]=3[F:1])[CH2:10][CH2:11][C@@H:12]([NH:21][C:22](=[O:28])[O:23][C:24]([CH3:26])([CH3:25])[CH3:27])[C:13]2=[N:18][CH:17]=1)=[O:34])([CH3:32])([CH3:31])[CH3:29]. (6) The product is: [Cl:1][C:2]1[CH:3]=[C:4]([CH:8]=[CH:9][C:10]=1[C:11]1[N:15]=[C:14]([C:16]2[N:17]=[C:18]3[C:23]([Cl:24])=[CH:22][C:21]([C:25]([F:28])([F:27])[F:26])=[CH:20][N:19]3[CH:29]=2)[O:13][N:12]=1)[C:5]([Cl:32])=[O:6]. Given the reactants [Cl:1][C:2]1[CH:3]=[C:4]([CH:8]=[CH:9][C:10]=1[C:11]1[N:15]=[C:14]([C:16]2[N:17]=[C:18]3[C:23]([Cl:24])=[CH:22][C:21]([C:25]([F:28])([F:27])[F:26])=[CH:20][N:19]3[CH:29]=2)[O:13][N:12]=1)[C:5](O)=[O:6].O=S(Cl)[Cl:32], predict the reaction product. (7) Given the reactants C(O[CH2:9][CH3:10])(=O)C(OCC)=O.[O-][CH2:12]C.[K+].[CH3:15][C:16]1[C:21]([N+:22]([O-:24])=[O:23])=[CH:20]C(C)=C[C:17]=1[C:26](=[NH:30])OCC, predict the reaction product. The product is: [CH3:12][C:10]1[CH:9]=[C:15]2[C:16]([CH:17]=[CH:26][NH:30]2)=[C:21]([N+:22]([O-:24])=[O:23])[CH:20]=1. (8) Given the reactants [NH2:1][C:2]1[CH:15]=[C:14]([F:16])[C:13]([F:17])=[CH:12][C:3]=1[C:4]([NH:6][C:7]([CH3:11])([C:9]#[CH:10])[CH3:8])=[O:5].Cl[CH2:19][CH2:20]Cl.C(=O)C.C(O[BH-](OC(=O)C)OC(=O)C)(=O)C.[Na+], predict the reaction product. The product is: [CH2:19]([NH:1][C:2]1[CH:15]=[C:14]([F:16])[C:13]([F:17])=[CH:12][C:3]=1[C:4]([NH:6][C:7]([CH3:11])([C:9]#[CH:10])[CH3:8])=[O:5])[CH3:20]. (9) Given the reactants [CH3:1][NH2:2].O1CCCC1.Br[CH2:9][C:10]1[C:14]([C:15](OCC)=[O:16])=[C:13]([S:20][CH3:21])[S:12][C:11]=1[C:22]([O:24][CH2:25][CH3:26])=[O:23].C(O)C.C(=O)([O-])[O-].[K+].[K+], predict the reaction product. The product is: [CH3:1][N:2]1[C:15](=[O:16])[C:14]2=[C:13]([S:20][CH3:21])[S:12][C:11]([C:22]([O:24][CH2:25][CH3:26])=[O:23])=[C:10]2[CH2:9]1. (10) Given the reactants [NH2:1][CH:2]([C:11]1[C:16]([O:17][CH3:18])=[CH:15][CH:14]=[CH:13][C:12]=1[O:19][CH3:20])[CH2:3][CH2:4][CH2:5][CH2:6][C:7]([O:9]C)=O.[C:21]1([C:27]2[N:32]=[C:31]([CH:33]=O)[CH:30]=[CH:29][CH:28]=2)[CH:26]=[CH:25][CH:24]=[CH:23][CH:22]=1, predict the reaction product. The product is: [CH3:20][O:19][C:12]1[CH:13]=[CH:14][CH:15]=[C:16]([O:17][CH3:18])[C:11]=1[CH:2]1[N:1]([CH2:33][C:31]2[CH:30]=[CH:29][CH:28]=[C:27]([C:21]3[CH:26]=[CH:25][CH:24]=[CH:23][CH:22]=3)[N:32]=2)[C:7](=[O:9])[CH2:6][CH2:5][CH2:4][CH2:3]1.